From a dataset of Full USPTO retrosynthesis dataset with 1.9M reactions from patents (1976-2016). Predict the reactants needed to synthesize the given product. (1) Given the product [Cl:28][C:3]1[C:4]2[CH2:19][O:18][C:16](=[O:17])[C:15]3[C:14]([O:20][CH3:21])=[C:13]([C@@H:22]([OH:27])[CH2:23][CH:24]([CH3:25])[CH3:26])[CH:12]=[CH:11][C:10]=3[O:9][C:5]=2[C:6]([OH:8])=[CH:7][C:2]=1[CH3:1], predict the reactants needed to synthesize it. The reactants are: [CH3:1][C:2]1[CH:7]=[C:6]([OH:8])[C:5]2[O:9][C:10]3[C:15]([C:16]([O:18][CH2:19][C:4]=2[CH:3]=1)=[O:17])=[C:14]([O:20][CH3:21])[C:13]([C@@H:22]([OH:27])[CH2:23][CH:24]([CH3:26])[CH3:25])=[CH:12][CH:11]=3.[Cl:28]N1C(=O)CCC1=O. (2) Given the product [CH:26]1([NH:25][C:23]([C:8]2[N:9]=[N:10][N:11]([C:12]3[CH:17]=[CH:16][C:15]([C:18]([NH:20][CH2:21][CH3:22])=[O:19])=[CH:14][CH:13]=3)[C:7]=2[CH2:6][N:31]2[C:32](=[O:39])[C:33]3[C:38](=[CH:37][CH:36]=[CH:35][CH:34]=3)[C:30]2=[O:29])=[O:24])[CH2:27][CH2:28]1, predict the reactants needed to synthesize it. The reactants are: CS(O[CH2:6][C:7]1[N:11]([C:12]2[CH:17]=[CH:16][C:15]([C:18]([NH:20][CH2:21][CH3:22])=[O:19])=[CH:14][CH:13]=2)[N:10]=[N:9][C:8]=1[C:23]([NH:25][CH:26]1[CH2:28][CH2:27]1)=[O:24])(=O)=O.[O:29]=[C:30]1[C:38]2[C:33](=[CH:34][CH:35]=[CH:36][CH:37]=2)[C:32](=[O:39])[N-:31]1.[K+]. (3) Given the product [C:1]([O:5][C:6](=[O:12])[NH:7][CH2:8][CH2:9][CH:10]=[O:11])([CH3:4])([CH3:2])[CH3:3], predict the reactants needed to synthesize it. The reactants are: [C:1]([O:5][C:6](=[O:12])[NH:7][CH2:8][CH2:9][CH2:10][OH:11])([CH3:4])([CH3:3])[CH3:2].C(N(CC)C(C)C)(C)C.CS(C)=O. (4) Given the product [CH3:13][O:12][C:3]1[C:2]([CH3:1])=[N:11][C:10]2[C:5](=[CH:6][CH:7]=[CH:8][CH:9]=2)[N:4]=1, predict the reactants needed to synthesize it. The reactants are: [CH3:1][C:2]1[C:3](=[O:12])[NH:4][C:5]2[C:10]([N:11]=1)=[CH:9][CH:8]=[CH:7][CH:6]=2.[CH3:13]I.